This data is from Forward reaction prediction with 1.9M reactions from USPTO patents (1976-2016). The task is: Predict the product of the given reaction. (1) Given the reactants [NH2:1][C:2]1[NH:6][CH:5]=[N:4][C:3]=1[C:7]([NH2:9])=[O:8].[C:10]([O:14][C:15]([N:17]([CH:32]([CH3:34])[CH3:33])[CH:18](OS(C1C=CC(C)=CC=1)(=O)=O)[CH2:19][CH3:20])=[O:16])([CH3:13])([CH3:12])[CH3:11].C([O-])([O-])=O.[Cs+].[Cs+], predict the reaction product. The product is: [C:10]([O:14][C:15](=[O:16])[N:17]([CH2:18][CH2:19][CH2:20][N:6]1[C:2]([NH2:1])=[C:3]([C:7](=[O:8])[NH2:9])[N:4]=[CH:5]1)[CH:32]([CH3:33])[CH3:34])([CH3:12])([CH3:13])[CH3:11]. (2) Given the reactants [CH:1]1([CH:9]=[O:10])[CH2:8][CH2:7][CH2:6][CH2:5][CH2:4][CH2:3][CH2:2]1.OOS([O-])=O.[K+].[CH3:17][OH:18], predict the reaction product. The product is: [CH:1]1([C:9]([O:18][CH3:17])=[O:10])[CH2:8][CH2:7][CH2:6][CH2:5][CH2:4][CH2:3][CH2:2]1. (3) Given the reactants Cl[CH2:2][C:3]1[N:4]=[C:5]([NH:8][C:9](=[O:11])[CH3:10])[S:6][CH:7]=1.C([O-])([O-])=O.[Na+].[Na+].[CH3:18][NH:19][CH3:20], predict the reaction product. The product is: [CH3:18][N:19]([CH2:2][C:3]1[N:4]=[C:5]([NH:8][C:9](=[O:11])[CH3:10])[S:6][CH:7]=1)[CH3:20].